From a dataset of NCI-60 drug combinations with 297,098 pairs across 59 cell lines. Regression. Given two drug SMILES strings and cell line genomic features, predict the synergy score measuring deviation from expected non-interaction effect. (1) Drug 1: CC1CCC2CC(C(=CC=CC=CC(CC(C(=O)C(C(C(=CC(C(=O)CC(OC(=O)C3CCCCN3C(=O)C(=O)C1(O2)O)C(C)CC4CCC(C(C4)OC)O)C)C)O)OC)C)C)C)OC. Drug 2: C(CCl)NC(=O)N(CCCl)N=O. Cell line: A498. Synergy scores: CSS=17.2, Synergy_ZIP=-3.82, Synergy_Bliss=0.530, Synergy_Loewe=-11.6, Synergy_HSA=0.166. (2) Drug 1: C1C(C(OC1N2C=C(C(=O)NC2=O)F)CO)O. Drug 2: CC=C1C(=O)NC(C(=O)OC2CC(=O)NC(C(=O)NC(CSSCCC=C2)C(=O)N1)C(C)C)C(C)C. Cell line: SF-268. Synergy scores: CSS=84.0, Synergy_ZIP=2.89, Synergy_Bliss=2.74, Synergy_Loewe=-2.63, Synergy_HSA=4.80.